The task is: Predict the product of the given reaction.. This data is from Forward reaction prediction with 1.9M reactions from USPTO patents (1976-2016). (1) The product is: [CH2:1]([CH:8]1[CH:13]([CH2:14][N:15]2[CH2:16][CH2:17][N:18]([C:21](=[O:23])[CH3:22])[CH2:19][CH2:20]2)[CH2:12][CH2:11][CH2:10][N:9]1[C:36](=[O:37])[C:35]1[CH:39]=[C:40]([C:42]([F:43])([F:44])[F:45])[CH:41]=[C:33]([C:32]([F:31])([F:46])[F:47])[CH:34]=1)[C:2]1[CH:7]=[CH:6][CH:5]=[CH:4][CH:3]=1. Given the reactants [CH2:1]([CH:8]1[CH:13]([CH2:14][N:15]2[CH2:20][CH2:19][N:18]([C:21](=[O:23])[CH3:22])[CH2:17][CH2:16]2)[CH2:12][CH2:11][CH2:10][NH:9]1)[C:2]1[CH:7]=[CH:6][CH:5]=[CH:4][CH:3]=1.C(N(CC)CC)C.[F:31][C:32]([F:47])([F:46])[C:33]1[CH:34]=[C:35]([CH:39]=[C:40]([C:42]([F:45])([F:44])[F:43])[CH:41]=1)[C:36](Cl)=[O:37], predict the reaction product. (2) Given the reactants [OH:1][C:2]1[CH:7]=[CH:6][C:5]([CH2:8][C:9]([OH:11])=[O:10])=[C:4]([CH3:12])[CH:3]=1.[C:13](O)([CH3:16])([CH3:15])[CH3:14].S(=O)(=O)(O)O, predict the reaction product. The product is: [C:13]([C:7]1[C:2]([OH:1])=[CH:3][C:4]([CH3:12])=[C:5]([CH2:8][C:9]([OH:11])=[O:10])[CH:6]=1)([CH3:16])([CH3:15])[CH3:14]. (3) The product is: [C:1]([O:5][C:6]([N:8]1[CH2:12][CH:11]([NH:13][C:14]([O:16][CH2:17][CH2:18][Si:19]([CH3:20])([CH3:22])[CH3:21])=[O:15])[CH:10]([C:23](=[O:24])[NH:57][C:53]2[CH:54]=[CH:55][CH:56]=[C:51]([F:50])[CH:52]=2)[CH2:9]1)=[O:7])([CH3:2])([CH3:4])[CH3:3]. Given the reactants [C:1]([O:5][C:6]([N:8]1[CH2:12][CH:11]([NH:13][C:14]([O:16][CH2:17][CH2:18][Si:19]([CH3:22])([CH3:21])[CH3:20])=[O:15])[CH:10]([C:23](O)=[O:24])[CH2:9]1)=[O:7])([CH3:4])([CH3:3])[CH3:2].O=C1N(P(Cl)(N2CCOC2=O)=O)CCO1.CCN(C(C)C)C(C)C.[F:50][C:51]1[CH:52]=[C:53]([NH2:57])[CH:54]=[CH:55][CH:56]=1, predict the reaction product. (4) Given the reactants [CH3:1][S:2]([C:5]1[CH:6]=[CH:7][C:8]([O:14][CH:15]([CH3:20])[C:16]([F:19])([F:18])[F:17])=[C:9]([CH:13]=1)[C:10]([OH:12])=O)(=[O:4])=[O:3].[CH3:21][C:22]1[S:26][C:25]([N:27]2[CH2:32][CH2:31][NH:30][CH2:29][CH2:28]2)=[N:24][C:23]=1[C:33]([F:36])([F:35])[F:34], predict the reaction product. The product is: [CH3:1][S:2]([C:5]1[CH:6]=[CH:7][C:8]([O:14][CH:15]([CH3:20])[C:16]([F:19])([F:18])[F:17])=[C:9]([C:10]([N:30]2[CH2:31][CH2:32][N:27]([C:25]3[S:26][C:22]([CH3:21])=[C:23]([C:33]([F:36])([F:34])[F:35])[N:24]=3)[CH2:28][CH2:29]2)=[O:12])[CH:13]=1)(=[O:3])=[O:4]. (5) Given the reactants [Cl:1][C:2]1[CH:3]=[C:4]([CH:9]=[CH:10][C:11]=1[O:12][CH:13]([CH2:16][CH3:17])[CH2:14][CH3:15])[C:5]([NH:7][OH:8])=[NH:6].[CH3:18][C:19]1[CH:27]=[CH:26][CH:25]=[CH:24][C:20]=1[C:21](Cl)=O, predict the reaction product. The product is: [Cl:1][C:2]1[CH:3]=[C:4]([C:5]2[N:6]=[C:18]([C:19]3[CH:27]=[CH:26][CH:25]=[CH:24][C:20]=3[CH3:21])[O:8][N:7]=2)[CH:9]=[CH:10][C:11]=1[O:12][CH:13]([CH2:16][CH3:17])[CH2:14][CH3:15]. (6) Given the reactants [N:1]1([C:6]2[CH:11]=[CH:10][C:9]([NH:12][C:13](=[O:20])OCC(Cl)(Cl)Cl)=[CH:8][CH:7]=2)[CH:5]=[CH:4][N:3]=[CH:2]1.[C:21]1([C:27]2[N:31]=[C:30]([N:32]3[CH2:37][CH2:36][NH:35][CH2:34][CH2:33]3)[S:29][N:28]=2)[CH:26]=[CH:25][CH:24]=[CH:23][CH:22]=1.C(N(C(C)C)CC)(C)C.CS(C)=O, predict the reaction product. The product is: [N:1]1([C:6]2[CH:7]=[CH:8][C:9]([NH:12][C:13]([N:35]3[CH2:36][CH2:37][N:32]([C:30]4[S:29][N:28]=[C:27]([C:21]5[CH:26]=[CH:25][CH:24]=[CH:23][CH:22]=5)[N:31]=4)[CH2:33][CH2:34]3)=[O:20])=[CH:10][CH:11]=2)[CH:5]=[CH:4][N:3]=[CH:2]1. (7) Given the reactants [C:1]([CH:6]=[P:7]([C:20]1[CH:25]=[CH:24][CH:23]=[CH:22][CH:21]=1)([C:14]1[CH:19]=[CH:18][CH:17]=[CH:16][CH:15]=1)[C:8]1[CH:13]=[CH:12][CH:11]=[CH:10][CH:9]=1)(OCC)=[O:2].C[Si](C)(C)[N-][Si](C)(C)C.[Na+], predict the reaction product. The product is: [C:6](=[P:7]([C:14]1[CH:19]=[CH:18][CH:17]=[CH:16][CH:15]=1)([C:8]1[CH:9]=[CH:10][CH:11]=[CH:12][CH:13]=1)[C:20]1[CH:25]=[CH:24][CH:23]=[CH:22][CH:21]=1)=[C:1]=[O:2].